Dataset: Forward reaction prediction with 1.9M reactions from USPTO patents (1976-2016). Task: Predict the product of the given reaction. (1) Given the reactants [CH:1]1[C:14]2[C:5](=[N:6][CH:7]=[C:8]3[C:13]=2[CH:12]=[CH:11][CH:10]=[CH:9]3)[CH:4]=[CH:3][CH:2]=1.[F:15][C:16]([F:28])([F:27])[O:17][C:18]1[CH:19]=[C:20]([CH:24]=[CH:25][CH:26]=1)[C:21](Cl)=[O:22].[NH:29]1[C:37]2[C:32](=[CH:33][CH:34]=[CH:35][CH:36]=2)[CH:31]=[CH:30]1, predict the reaction product. The product is: [NH:29]1[C:37]2[C:32](=[CH:33][CH:34]=[CH:35][CH:36]=2)[C:31]([CH:7]2[C:8]3[C:13](=[CH:12][CH:11]=[CH:10][CH:9]=3)[C:14]3[CH:1]=[CH:2][CH:3]=[CH:4][C:5]=3[N:6]2[C:21]([C:20]2[CH:24]=[CH:25][CH:26]=[C:18]([O:17][C:16]([F:28])([F:27])[F:15])[CH:19]=2)=[O:22])=[CH:30]1. (2) Given the reactants [Br:1][C:2]1[CH:3]=[C:4]([CH:8]=[CH:9][N:10]=1)[C:5](O)=[O:6].C1N=CN(C([N:18]2[CH:22]=NC=C2)=O)C=1.CN([CH:26]=[O:27])C, predict the reaction product. The product is: [Br:1][C:2]1[CH:3]=[C:4]([CH:8]=[CH:9][N:10]=1)[C:5]([N:18]([O:27][CH3:26])[CH3:22])=[O:6]. (3) Given the reactants [CH3:1][CH:2]1[N:11]2[CH:12]=[C:13]([C:16]([OH:18])=[O:17])[C:14](=[O:15])[C:9]3[C:10]2=[C:5]([CH:6]=[C:7](F)[CH:8]=3)[CH2:4][CH2:3]1.[NH2:20][CH2:21][CH2:22][NH2:23], predict the reaction product. The product is: [CH:16]([OH:18])=[O:17].[NH2:20][CH2:21][CH2:22][NH:23][C:7]1[CH:8]=[C:9]2[C:10]3=[C:5]([CH2:4][CH2:3][CH:2]([CH3:1])[N:11]3[CH:12]=[C:13]([C:16]([OH:18])=[O:17])[C:14]2=[O:15])[CH:6]=1. (4) Given the reactants [NH2:1][C:2]1[CH:7]=[CH:6][CH:5]=[CH:4][C:3]=1[NH:8][C:9]([C:11]1[S:12][C:13]2[CH2:14][N:15]([C:20](=[O:31])[CH2:21][O:22][C:23]3[CH:28]=[CH:27][CH:26]=[C:25]([O:29][CH3:30])[CH:24]=3)[CH2:16][CH2:17][C:18]=2[N:19]=1)=[O:10].[CH3:32][S:33]([OH:36])(=[O:35])=[O:34], predict the reaction product. The product is: [CH3:32][S:33]([OH:36])(=[O:35])=[O:34].[NH2:1][C:2]1[CH:7]=[CH:6][CH:5]=[CH:4][C:3]=1[NH:8][C:9]([C:11]1[S:12][C:13]2[CH2:14][N:15]([C:20](=[O:31])[CH2:21][O:22][C:23]3[CH:28]=[CH:27][CH:26]=[C:25]([O:29][CH3:30])[CH:24]=3)[CH2:16][CH2:17][C:18]=2[N:19]=1)=[O:10]. (5) Given the reactants [NH:1]1[C:9]2[CH:8]=[CH:7][CH:6]=[C:5]([NH2:10])[C:4]=2[CH:3]=[N:2]1.P([O-])([O-])([O-])=O.[K+].[K+].[K+].CN[C@@H]1CCCC[C@H]1NC.[F:29][C:30]1[CH:35]=[CH:34][CH:33]=[CH:32][C:31]=1I, predict the reaction product. The product is: [F:29][C:30]1[CH:35]=[CH:34][CH:33]=[CH:32][C:31]=1[N:1]1[C:9]2[CH:8]=[CH:7][CH:6]=[C:5]([NH2:10])[C:4]=2[CH:3]=[N:2]1. (6) Given the reactants [CH2:1]([CH:3]1[C:11]2[C:6](=[CH:7][CH:8]=[C:9]([C:12]3[CH:13]=[N:14][N:15]([CH3:17])[CH:16]=3)[CH:10]=2)[NH:5][CH2:4]1)[CH3:2].Br[C:19]1[C:23]2[CH2:24][N:25]([C:28](=[O:30])[CH3:29])[CH2:26][CH2:27][C:22]=2[N:21]([CH:31]2[CH2:35][CH2:34][O:33][CH2:32]2)[N:20]=1.C(O[Na])(C)(C)C.COC(C)(C)C.C1(P(C2CCCCC2)C2C=CC=CC=2C2C(OC(C)C)=CC=CC=2OC(C)C)CCCCC1, predict the reaction product. The product is: [CH2:1]([CH:3]1[C:11]2[C:6](=[CH:7][CH:8]=[C:9]([C:12]3[CH:13]=[N:14][N:15]([CH3:17])[CH:16]=3)[CH:10]=2)[N:5]([C:19]2[C:23]3[CH2:24][N:25]([C:28](=[O:30])[CH3:29])[CH2:26][CH2:27][C:22]=3[N:21]([CH:31]3[CH2:35][CH2:34][O:33][CH2:32]3)[N:20]=2)[CH2:4]1)[CH3:2].